Dataset: Reaction yield outcomes from USPTO patents with 853,638 reactions. Task: Predict the reaction yield, written as a fraction of the theoretical maximum amount of product (1.0 means a 100% yield; for example, 0.34 means a 34% yield). The reactants are C[O:2][C:3]([C:5]1[C:14]([NH2:15])=[C:13]([F:16])[C:8]2[N:9]=[CH:10][N:11]([CH3:12])[C:7]=2[CH:6]=1)=[O:4].C(=O)([O-])[O-].[Cs+].[Cs+].[Br:23][C:24]1[CH:29]=[CH:28][C:27](I)=[C:26]([Cl:31])[CH:25]=1.S(=O)(=O)(O)O.[OH-].[Na+]. The catalyst is C1(OC)C=CC=CC=1.CO. The product is [Br:23][C:24]1[CH:29]=[CH:28][C:27]([NH:15][C:14]2[C:5]([C:3]([OH:2])=[O:4])=[CH:6][C:7]3[N:11]([CH3:12])[CH:10]=[N:9][C:8]=3[C:13]=2[F:16])=[C:26]([Cl:31])[CH:25]=1. The yield is 0.722.